Dataset: Reaction yield outcomes from USPTO patents with 853,638 reactions. Task: Predict the reaction yield, written as a fraction of the theoretical maximum amount of product (1.0 means a 100% yield; for example, 0.34 means a 34% yield). (1) The reactants are CC(C)([O-])C.[Na+].[C:7](=[NH:20])([C:14]1[CH:19]=[CH:18][CH:17]=[CH:16][CH:15]=1)[C:8]1[CH:13]=[CH:12][CH:11]=[CH:10][CH:9]=1.[CH:21]([O:24][C:25]([N:27]1[CH2:33][CH2:32][CH2:31][CH:30]([N:34]([C:50](=[O:52])[CH3:51])[CH2:35][C:36]2[CH:41]=[C:40]([C:42]([F:45])([F:44])[F:43])[CH:39]=[C:38]([C:46]([F:49])([F:48])[F:47])[CH:37]=2)[C:29]2[CH:53]=[CH:54][C:55](Br)=[CH:56][C:28]1=2)=[O:26])([CH3:23])[CH3:22]. The catalyst is C1(C)C=CC=CC=1.ClCCl.C1C=CC(/C=C/C(/C=C/C2C=CC=CC=2)=O)=CC=1.C1C=CC(/C=C/C(/C=C/C2C=CC=CC=2)=O)=CC=1.C1C=CC(/C=C/C(/C=C/C2C=CC=CC=2)=O)=CC=1.[Pd].[Pd]. The product is [C:50]([N:34]([CH2:35][C:36]1[CH:41]=[C:40]([C:42]([F:45])([F:44])[F:43])[CH:39]=[C:38]([C:46]([F:48])([F:47])[F:49])[CH:37]=1)[CH:30]1[CH2:31][CH2:32][CH2:33][N:27]([C:25]([O:24][CH:21]([CH3:23])[CH3:22])=[O:26])[C:28]2[CH:56]=[C:55]([N:20]=[C:7]([C:14]3[CH:15]=[CH:16][CH:17]=[CH:18][CH:19]=3)[C:8]3[CH:13]=[CH:12][CH:11]=[CH:10][CH:9]=3)[CH:54]=[CH:53][C:29]1=2)(=[O:52])[CH3:51]. The yield is 0.890. (2) The product is [F:63][C:62]([F:65])([F:64])[C:60]([OH:66])=[O:61].[C:8]([C:10]1[S:11][C:12]([S:25][CH3:26])=[C:13]([S:15]([C:18]2[CH:19]=[C:20]([C:38]3[C:39]([CH3:54])=[CH:40][CH:41]=[CH:42][C:37]=3[CH2:36][O:35][CH2:34][C:33]([OH:32])=[O:53])[CH:21]=[CH:22][CH:23]=2)(=[O:17])=[O:16])[CH:14]=1)(=[NH:9])[NH2:7]. The reactants are C(OC(=O)[NH:7][C:8]([C:10]1[S:11][C:12]([S:25][CH3:26])=[C:13]([S:15]([C:18]2[CH:23]=[CH:22][CH:21]=[C:20](Br)[CH:19]=2)(=[O:17])=[O:16])[CH:14]=1)=[NH:9])(C)(C)C.C([O:32][C:33](=[O:53])[CH2:34][O:35][CH2:36][C:37]1[CH:42]=[CH:41][C:40](C)=[C:39](B2OC(C)(C)C(C)(C)O2)[CH:38]=1)(C)(C)C.[C:54]([O-])([O-])=O.[Na+].[Na+].[C:60]([OH:66])([C:62]([F:65])([F:64])[F:63])=[O:61].C(Cl)Cl. The yield is 0.380. The catalyst is C1C=CC([P]([Pd]([P](C2C=CC=CC=2)(C2C=CC=CC=2)C2C=CC=CC=2)([P](C2C=CC=CC=2)(C2C=CC=CC=2)C2C=CC=CC=2)[P](C2C=CC=CC=2)(C2C=CC=CC=2)C2C=CC=CC=2)(C2C=CC=CC=2)C2C=CC=CC=2)=CC=1.C1(C)C=CC=CC=1.C(O)C. (3) The catalyst is N1C=CC=CC=1. The reactants are Br[C:2]1[CH:7]=[N:6][C:5]([C:8]#[C:9][C:10]2[CH:15]=[CH:14][CH:13]=[CH:12][CH:11]=2)=[CH:4][N:3]=1.Cl.[NH2:17][CH2:18][CH2:19][C:20]([CH3:23])([OH:22])[CH3:21].C(N(CC)CC)C. The product is [CH3:21][C:20]([OH:22])([CH2:19][CH2:18][NH:17][C:2]1[CH:7]=[N:6][C:5]([C:8]#[C:9][C:10]2[CH:15]=[CH:14][CH:13]=[CH:12][CH:11]=2)=[CH:4][N:3]=1)[CH3:23]. The yield is 0.510. (4) The reactants are [F:1][C:2]1[CH:7]=[CH:6][N:5]=[C:4]([C:8]([OH:10])=O)[CH:3]=1.CN(C(ON1N=NC2C=CC=NC1=2)=[N+](C)C)C.F[P-](F)(F)(F)(F)F.CN1CCOCC1.[NH2:42][C:43]1[CH:44]=[C:45]([C:48]([O:50][CH3:51])=[O:49])[S:46][CH:47]=1. The yield is 0.560. The product is [F:1][C:2]1[CH:7]=[CH:6][N:5]=[C:4]([C:8]([NH:42][C:43]2[CH:44]=[C:45]([C:48]([O:50][CH3:51])=[O:49])[S:46][CH:47]=2)=[O:10])[CH:3]=1. The catalyst is CN(C)C=O.